This data is from NCI-60 drug combinations with 297,098 pairs across 59 cell lines. The task is: Regression. Given two drug SMILES strings and cell line genomic features, predict the synergy score measuring deviation from expected non-interaction effect. (1) Drug 1: CCC1(CC2CC(C3=C(CCN(C2)C1)C4=CC=CC=C4N3)(C5=C(C=C6C(=C5)C78CCN9C7C(C=CC9)(C(C(C8N6C)(C(=O)OC)O)OC(=O)C)CC)OC)C(=O)OC)O.OS(=O)(=O)O. Drug 2: CCC1(C2=C(COC1=O)C(=O)N3CC4=CC5=C(C=CC(=C5CN(C)C)O)N=C4C3=C2)O.Cl. Cell line: SK-MEL-5. Synergy scores: CSS=35.8, Synergy_ZIP=-1.24, Synergy_Bliss=-0.746, Synergy_Loewe=-18.0, Synergy_HSA=0.233. (2) Drug 1: C1=NC2=C(N1)C(=S)N=CN2. Drug 2: C1=NC2=C(N=C(N=C2N1C3C(C(C(O3)CO)O)F)Cl)N. Cell line: NCIH23. Synergy scores: CSS=30.5, Synergy_ZIP=-0.439, Synergy_Bliss=-3.44, Synergy_Loewe=-12.8, Synergy_HSA=-2.71. (3) Drug 1: CC(C1=C(C=CC(=C1Cl)F)Cl)OC2=C(N=CC(=C2)C3=CN(N=C3)C4CCNCC4)N. Drug 2: CC1CCCC2(C(O2)CC(NC(=O)CC(C(C(=O)C(C1O)C)(C)C)O)C(=CC3=CSC(=N3)C)C)C. Cell line: DU-145. Synergy scores: CSS=-3.32, Synergy_ZIP=1.00, Synergy_Bliss=-2.99, Synergy_Loewe=-7.05, Synergy_HSA=-6.14. (4) Drug 1: CC12CCC3C(C1CCC2=O)CC(=C)C4=CC(=O)C=CC34C. Drug 2: CNC(=O)C1=NC=CC(=C1)OC2=CC=C(C=C2)NC(=O)NC3=CC(=C(C=C3)Cl)C(F)(F)F. Cell line: SK-MEL-5. Synergy scores: CSS=65.9, Synergy_ZIP=2.00, Synergy_Bliss=1.95, Synergy_Loewe=-0.171, Synergy_HSA=4.24.